Dataset: NCI-60 drug combinations with 297,098 pairs across 59 cell lines. Task: Regression. Given two drug SMILES strings and cell line genomic features, predict the synergy score measuring deviation from expected non-interaction effect. (1) Drug 1: C1=CC(=C2C(=C1NCCNCCO)C(=O)C3=C(C=CC(=C3C2=O)O)O)NCCNCCO. Drug 2: CC1C(C(CC(O1)OC2CC(CC3=C2C(=C4C(=C3O)C(=O)C5=C(C4=O)C(=CC=C5)OC)O)(C(=O)CO)O)N)O.Cl. Cell line: PC-3. Synergy scores: CSS=48.7, Synergy_ZIP=-3.33, Synergy_Bliss=-3.03, Synergy_Loewe=0.227, Synergy_HSA=1.18. (2) Drug 1: CC1=C(C(CCC1)(C)C)C=CC(=CC=CC(=CC(=O)O)C)C. Drug 2: B(C(CC(C)C)NC(=O)C(CC1=CC=CC=C1)NC(=O)C2=NC=CN=C2)(O)O. Cell line: NCI-H226. Synergy scores: CSS=7.96, Synergy_ZIP=-2.07, Synergy_Bliss=-2.54, Synergy_Loewe=-33.6, Synergy_HSA=-3.00. (3) Drug 1: CC1OCC2C(O1)C(C(C(O2)OC3C4COC(=O)C4C(C5=CC6=C(C=C35)OCO6)C7=CC(=C(C(=C7)OC)O)OC)O)O. Drug 2: C1CC(=O)NC(=O)C1N2C(=O)C3=CC=CC=C3C2=O. Cell line: T-47D. Synergy scores: CSS=37.9, Synergy_ZIP=-3.05, Synergy_Bliss=2.68, Synergy_Loewe=-18.5, Synergy_HSA=3.62. (4) Drug 2: C1C(C(OC1N2C=NC3=C(N=C(N=C32)Cl)N)CO)O. Cell line: OVCAR3. Drug 1: CCCS(=O)(=O)NC1=C(C(=C(C=C1)F)C(=O)C2=CNC3=C2C=C(C=N3)C4=CC=C(C=C4)Cl)F. Synergy scores: CSS=3.43, Synergy_ZIP=-0.597, Synergy_Bliss=-1.13, Synergy_Loewe=-10.2, Synergy_HSA=-3.34. (5) Synergy scores: CSS=35.6, Synergy_ZIP=-1.07, Synergy_Bliss=-1.79, Synergy_Loewe=-25.6, Synergy_HSA=-0.662. Drug 2: C1=CC(=CC=C1C#N)C(C2=CC=C(C=C2)C#N)N3C=NC=N3. Cell line: NCI-H226. Drug 1: C1=CC(=C2C(=C1NCCNCCO)C(=O)C3=C(C=CC(=C3C2=O)O)O)NCCNCCO.